This data is from Catalyst prediction with 721,799 reactions and 888 catalyst types from USPTO. The task is: Predict which catalyst facilitates the given reaction. (1) Reactant: [C:1]([C:3]1[CH:4]=[C:5]([CH:10]=[CH:11][N:12]=1)[C:6]([O:8]C)=[O:7])#[N:2].Cl.[CH3:14]O. Product: [CH:1]1[N:2]=[CH:14][N:12]2[CH:11]=[CH:10][C:5]([C:6]([OH:8])=[O:7])=[CH:4][C:3]=12. The catalyst class is: 45. (2) Reactant: [Si:1]([O:8][C@@H:9]1[C:13](=[CH2:14])[N:12]([C:15]([O:17][C:18]([CH3:21])([CH3:20])[CH3:19])=[O:16])[C@H:11]([C:22]([O:24][CH3:25])=[O:23])[CH2:10]1)([C:4]([CH3:7])([CH3:6])[CH3:5])([CH3:3])[CH3:2]. Product: [Si:1]([O:8][C@@H:9]1[C@H:13]([CH3:14])[N:12]([C:15]([O:17][C:18]([CH3:21])([CH3:20])[CH3:19])=[O:16])[C@H:11]([C:22]([O:24][CH3:25])=[O:23])[CH2:10]1)([C:4]([CH3:6])([CH3:7])[CH3:5])([CH3:3])[CH3:2]. The catalyst class is: 43.